This data is from Reaction yield outcomes from USPTO patents with 853,638 reactions. The task is: Predict the reaction yield, written as a fraction of the theoretical maximum amount of product (1.0 means a 100% yield; for example, 0.34 means a 34% yield). (1) The reactants are [CH2:1]([NH2:8])[C:2]1[CH:7]=[CH:6][CH:5]=[CH:4][CH:3]=1.[C:9]([O:13][C:14](=[O:39])[NH:15][C@H:16]1[CH2:21][CH2:20][C@H:19]([C:22]([CH:37]=O)=[CH:23][C:24]2[C:33]3[C:28](=[CH:29][CH:30]=[C:31]([O:34][CH3:35])[N:32]=3)[N:27]=[CH:26][C:25]=2[Cl:36])[CH2:18][CH2:17]1)([CH3:12])([CH3:11])[CH3:10].C(O)(=O)C.C([BH3-])#N.[Na+]. The catalyst is C(O)C.C(OCC)(=O)C. The product is [C:9]([O:13][C:14](=[O:39])[NH:15][C@H:16]1[CH2:17][CH2:18][C@H:19]([C:22]([CH2:37][NH:8][CH2:1][C:2]2[CH:7]=[CH:6][CH:5]=[CH:4][CH:3]=2)=[CH:23][C:24]2[C:33]3[C:28](=[CH:29][CH:30]=[C:31]([O:34][CH3:35])[N:32]=3)[N:27]=[CH:26][C:25]=2[Cl:36])[CH2:20][CH2:21]1)([CH3:12])([CH3:10])[CH3:11]. The yield is 0.530. (2) The reactants are S([O-])([O-])=O.[Na+].[Na+].[NH2:7][C:8]1[N:13]=[C:12]([NH2:14])[C:11]([O:15][C:16]2[C:17]([CH:28]([CH3:30])[CH3:29])=[CH:18][C:19]([O:26][CH3:27])=[C:20]([S:22](Cl)(=[O:24])=[O:23])[CH:21]=2)=[CH:10][N:9]=1.C(=O)(O)[O-].[Na+].[CH2:36](I)[CH3:37]. The catalyst is O.O1CCOCC1. The product is [CH2:36]([S:22]([C:20]1[C:19]([O:26][CH3:27])=[CH:18][C:17]([CH:28]([CH3:30])[CH3:29])=[C:16]([CH:21]=1)[O:15][C:11]1[C:12]([NH2:14])=[N:13][C:8]([NH2:7])=[N:9][CH:10]=1)(=[O:24])=[O:23])[CH3:37]. The yield is 0.200. (3) The reactants are [NH2:1][C:2]1[N:10]=[C:9]([NH2:11])[CH:8]=[CH:7][C:3]=1[C:4]([OH:6])=O.C(N(CC)CC)C.F[P-](F)(F)(F)(F)F.N1(O[P+](N(C)C)(N(C)C)N(C)C)C2C=CC=CC=2N=N1.[F:46][C:47]1[CH:60]=[CH:59][C:50]([O:51][C:52]2[O:56][C:55]([CH2:57][NH2:58])=[CH:54][CH:53]=2)=[CH:49][CH:48]=1. The catalyst is CN(C)C=O.[Cl-].[Na+].O. The product is [NH2:1][C:2]1[N:10]=[C:9]([NH2:11])[CH:8]=[CH:7][C:3]=1[C:4]([NH:58][CH2:57][C:55]1[O:56][C:52]([O:51][C:50]2[CH:59]=[CH:60][C:47]([F:46])=[CH:48][CH:49]=2)=[CH:53][CH:54]=1)=[O:6]. The yield is 0.360. (4) The reactants are [CH2:1]([NH:8][C@@H:9]([CH3:12])[CH2:10][OH:11])[C:2]1[CH:7]=[CH:6][CH:5]=[CH:4][CH:3]=1.C(N(CC)CC)C.[Cl:20][CH2:21][C:22](Cl)=[O:23]. The catalyst is C(Cl)Cl. The product is [CH2:1]([N:8]([C@@H:9]([CH3:12])[CH2:10][OH:11])[C:22](=[O:23])[CH2:21][Cl:20])[C:2]1[CH:7]=[CH:6][CH:5]=[CH:4][CH:3]=1. The yield is 0.950. (5) The reactants are [N:1]([CH2:4][CH:5]1[O:12][C@@H:11]2[C@@H:7]([O:8][C@H:9]([CH2:14][OH:15])[C@H:10]2[OH:13])[CH2:6]1)=[N+:2]=[N-:3].[CH2:16](Br)[C:17]1[CH:22]=[CH:21][CH:20]=[CH:19][CH:18]=1.[H-].[Na+]. The catalyst is CN(C=O)C. The product is [N:1]([CH2:4][CH:5]1[O:12][C@@H:11]2[C@@H:7]([O:8][C@H:9]([CH2:14][O:15][CH2:16][C:17]3[CH:22]=[CH:21][CH:20]=[CH:19][CH:18]=3)[C@H:10]2[O:13][CH2:16][C:17]2[CH:22]=[CH:21][CH:20]=[CH:19][CH:18]=2)[CH2:6]1)=[N+:2]=[N-:3]. The yield is 0.730.